Dataset: Cav3 T-type calcium channel HTS with 100,875 compounds. Task: Binary Classification. Given a drug SMILES string, predict its activity (active/inactive) in a high-throughput screening assay against a specified biological target. (1) The molecule is S(C(C)C(OCC)=O)c1[nH]c(N)c(NC(=O)c2cc(OC)c(OC)cc2)c(=O)n1. The result is 0 (inactive). (2) The drug is ClC(Cl)(Cl)c1oc2c(cc(cc2)C)c(=O)c1. The result is 0 (inactive). (3) The molecule is O(c1ccc(NC(=O)Nc2cc3nccnc3cc2)cc1)CC. The result is 0 (inactive). (4) The drug is O=C(N1CCN(CC1)c1ccc([N+]([O-])=O)cc1)CCCc1ccccc1. The result is 0 (inactive). (5) The molecule is OC(=O)c1ccc(n2ncc(c2N)c2ccccc2)cc1. The result is 0 (inactive). (6) The compound is s1c2c(n(c(=O)n(CCC(=O)NCc3occc3)c2=O)CC(OCc2ccccc2)=O)cc1. The result is 0 (inactive). (7) The molecule is [O-][N+](=O)c1c(N2CCCCCC2)n[nH]c1C. The result is 0 (inactive).